Dataset: Reaction yield outcomes from USPTO patents with 853,638 reactions. Task: Predict the reaction yield, written as a fraction of the theoretical maximum amount of product (1.0 means a 100% yield; for example, 0.34 means a 34% yield). (1) The yield is 0.420. The product is [NH2:40][C:36]1([C:33]2[CH:32]=[CH:31][C:30]([C:22]3[O:21][C:5]4[C:6]([C:8]5[NH:12][N:11]=[CH:10][CH:9]=5)=[CH:7][N:2]([CH3:1])[C:3](=[O:48])[C:4]=4[C:23]=3[C:24]3[CH:29]=[CH:28][CH:27]=[CH:26][CH:25]=3)=[CH:35][CH:34]=2)[CH2:37][CH2:38][CH2:39]1. The reactants are [CH3:1][N:2]1[CH:7]=[C:6]([C:8]2[N:12](COCC[Si](C)(C)C)[N:11]=[CH:10][CH:9]=2)[C:5]2[O:21][C:22]([C:30]3[CH:35]=[CH:34][C:33]([C:36]4([NH:40]C(=O)OC(C)(C)C)[CH2:39][CH2:38][CH2:37]4)=[CH:32][CH:31]=3)=[C:23]([C:24]3[CH:29]=[CH:28][CH:27]=[CH:26][CH:25]=3)[C:4]=2[C:3]1=[O:48].Cl. The catalyst is O. (2) The reactants are Br[C:2]1[CH:8]=[CH:7][C:5]([NH2:6])=[C:4]([CH3:9])[CH:3]=1.[CH3:10][PH:11](=[O:13])[CH3:12].P([O-])([O-])([O-])=O.[K+].[K+].[K+]. The catalyst is CN(C=O)C.C([O-])(=O)C.[Pd+2].C([O-])(=O)C.CC1(C)C2C(=C(P(C3C=CC=CC=3)C3C=CC=CC=3)C=CC=2)OC2C(P(C3C=CC=CC=3)C3C=CC=CC=3)=CC=CC1=2. The product is [CH3:10][P:11]([C:2]1[CH:8]=[CH:7][C:5]([NH2:6])=[C:4]([CH3:9])[CH:3]=1)([CH3:12])=[O:13]. The yield is 0.850. (3) The reactants are [F:1][C:2]1[CH:7]=[CH:6][C:5]([C:8]2[O:9][C:10]([C:13]([CH3:17])([CH3:16])[CH2:14][NH2:15])=[CH:11][N:12]=2)=[CH:4][CH:3]=1.[F:18][C:19]([F:35])([F:34])[C:20]1[O:24][N:23]=[C:22]([C:25]2[CH:26]=[C:27]([CH:31]=[CH:32][CH:33]=2)[C:28](O)=[O:29])[N:21]=1. No catalyst specified. The product is [F:1][C:2]1[CH:3]=[CH:4][C:5]([C:8]2[O:9][C:10]([C:13]([CH3:17])([CH3:16])[CH2:14][NH:15][C:28](=[O:29])[C:27]3[CH:31]=[CH:32][CH:33]=[C:25]([C:22]4[N:21]=[C:20]([C:19]([F:35])([F:34])[F:18])[O:24][N:23]=4)[CH:26]=3)=[CH:11][N:12]=2)=[CH:6][CH:7]=1. The yield is 0.150. (4) The reactants are [Cl:1][C:2]1[C:11]2[NH:10][C:9](=[O:12])[C:8]3[S:13][CH:14]=[CH:15][C:7]=3[C:6]=2[C:5]([C:16]2[CH:21]=[CH:20][C:19]([CH:22]([NH:24]C(=O)OC(C)(C)C)[CH3:23])=[CH:18][CH:17]=2)=[C:4]([O:32]C)[CH:3]=1.B(Br)(Br)Br. No catalyst specified. The product is [ClH:1].[NH2:24][C@@H:22]([C:19]1[CH:20]=[CH:21][C:16]([C:5]2[C:6]3[C:7]4[CH:15]=[CH:14][S:13][C:8]=4[C:9](=[O:12])[NH:10][C:11]=3[C:2]([Cl:1])=[CH:3][C:4]=2[OH:32])=[CH:17][CH:18]=1)[CH3:23]. The yield is 0.840.